This data is from NCI-60 drug combinations with 297,098 pairs across 59 cell lines. The task is: Regression. Given two drug SMILES strings and cell line genomic features, predict the synergy score measuring deviation from expected non-interaction effect. (1) Drug 1: CC1=CC2C(CCC3(C2CCC3(C(=O)C)OC(=O)C)C)C4(C1=CC(=O)CC4)C. Drug 2: CCC1=C2CN3C(=CC4=C(C3=O)COC(=O)C4(CC)O)C2=NC5=C1C=C(C=C5)O. Cell line: NCI-H460. Synergy scores: CSS=21.8, Synergy_ZIP=0.00665, Synergy_Bliss=1.08, Synergy_Loewe=-37.7, Synergy_HSA=0.685. (2) Cell line: MDA-MB-231. Drug 1: CC12CCC3C(C1CCC2=O)CC(=C)C4=CC(=O)C=CC34C. Drug 2: CC1C(C(CC(O1)OC2CC(CC3=C2C(=C4C(=C3O)C(=O)C5=C(C4=O)C(=CC=C5)OC)O)(C(=O)C)O)N)O.Cl. Synergy scores: CSS=47.6, Synergy_ZIP=-1.02, Synergy_Bliss=5.15, Synergy_Loewe=3.98, Synergy_HSA=5.60.